This data is from TCR-epitope binding with 47,182 pairs between 192 epitopes and 23,139 TCRs. The task is: Binary Classification. Given a T-cell receptor sequence (or CDR3 region) and an epitope sequence, predict whether binding occurs between them. (1) The epitope is TLIGDCATV. The TCR CDR3 sequence is CASSLDGAPYEQYF. Result: 0 (the TCR does not bind to the epitope). (2) The epitope is ITEEVGHTDLMAAY. The TCR CDR3 sequence is CASSPHLEGDEQYF. Result: 1 (the TCR binds to the epitope). (3) The epitope is LLLGIGILV. The TCR CDR3 sequence is CAWSLYYTGHEQYF. Result: 1 (the TCR binds to the epitope). (4) The epitope is KRWIIMGLNK. The TCR CDR3 sequence is CASSLGTSSSYEQYF. Result: 1 (the TCR binds to the epitope). (5) The epitope is KLSYGIATV. The TCR CDR3 sequence is CSVEIVGDTGELFF. Result: 1 (the TCR binds to the epitope). (6) The epitope is KPLEFGATSAAL. The TCR CDR3 sequence is CASSLPGLARNEQFF. Result: 1 (the TCR binds to the epitope). (7) Result: 0 (the TCR does not bind to the epitope). The epitope is SEISMDNSPNL. The TCR CDR3 sequence is CASSQDPVTSGGRSYEQFF. (8) The epitope is QIKVRVKMV. The TCR CDR3 sequence is CASSPGSVNTEAFF. Result: 0 (the TCR does not bind to the epitope).